Task: Predict which catalyst facilitates the given reaction.. Dataset: Catalyst prediction with 721,799 reactions and 888 catalyst types from USPTO (1) Reactant: [H-].[H-].[H-].[H-].[Li+].[Al+3].[O:7]1[CH2:12][CH2:11][CH:10]([C:13]2[CH:22]=[CH:21][C:16]([C:17](OC)=[O:18])=[CH:15][CH:14]=2)[CH2:9][CH2:8]1.O.[OH-].[K+]. Product: [O:7]1[CH2:12][CH2:11][CH:10]([C:13]2[CH:14]=[CH:15][C:16]([CH2:17][OH:18])=[CH:21][CH:22]=2)[CH2:9][CH2:8]1. The catalyst class is: 1. (2) Reactant: [C:1]([O:5][C:6]([N:8]([O:28]C(OC(C)(C)C)=O)[C:9]1([CH3:27])[C:13](=[O:14])[N:12]([CH3:15])[N:11]=[C:10]1[C:16]1[CH:21]=[CH:20][C:19]([S:22]([CH3:25])(=[O:24])=[O:23])=[C:18](F)[CH:17]=1)=[O:7])([CH3:4])([CH3:3])[CH3:2].[CH3:36][N:37]1[CH2:42][CH2:41][NH:40][CH2:39][CH2:38]1. Product: [OH:28][N:8]([C:9]1([CH3:27])[C:13](=[O:14])[N:12]([CH3:15])[N:11]=[C:10]1[C:16]1[CH:21]=[CH:20][C:19]([S:22]([CH3:25])(=[O:24])=[O:23])=[C:18]([N:40]2[CH2:41][CH2:42][N:37]([CH3:36])[CH2:38][CH2:39]2)[CH:17]=1)[C:6](=[O:7])[O:5][C:1]([CH3:2])([CH3:4])[CH3:3]. The catalyst class is: 23.